From a dataset of Reaction yield outcomes from USPTO patents with 853,638 reactions. Predict the reaction yield, written as a fraction of the theoretical maximum amount of product (1.0 means a 100% yield; for example, 0.34 means a 34% yield). (1) The reactants are [C:1]([C:3]1[C:11]2[C:6](=[CH:7][C:8]([OH:12])=[CH:9][CH:10]=2)[N:5]([CH:13]2[CH2:16][CH2:15][CH2:14]2)[C:4]=1[C:17]1[CH:22]=[CH:21][C:20]([NH:23][C:24]([NH:26][S:27]([CH:30]([CH3:32])[CH3:31])(=[O:29])=[O:28])=[O:25])=[CH:19][CH:18]=1)#[N:2].C([O-])([O-])=O.[Cs+].[Cs+].Cl[C:40]1[N:45]=[CH:44][CH:43]=[CH:42][N:41]=1.O. The catalyst is CN(C=O)C. The product is [C:1]([C:3]1[C:11]2[C:6](=[CH:7][C:8]([O:12][C:40]3[N:45]=[CH:44][CH:43]=[CH:42][N:41]=3)=[CH:9][CH:10]=2)[N:5]([CH:13]2[CH2:14][CH2:15][CH2:16]2)[C:4]=1[C:17]1[CH:22]=[CH:21][C:20]([NH:23][C:24]([NH:26][S:27]([CH:30]([CH3:32])[CH3:31])(=[O:29])=[O:28])=[O:25])=[CH:19][CH:18]=1)#[N:2]. The yield is 0.610. (2) The reactants are [F:1][C:2]1[CH:3]=[CH:4][CH:5]=[C:6]2[C:11]=1[O:10][CH2:9][CH2:8][C@H:7]2[NH:12]C(=O)COC. The catalyst is Cl.CCO. The product is [F:1][C:2]1[CH:3]=[CH:4][CH:5]=[C:6]2[C:11]=1[O:10][CH2:9][CH2:8][C@H:7]2[NH2:12]. The yield is 0.870. (3) The reactants are Br[C:2]1[S:6][C:5]([C:7]2[CH:8]=[N:9][CH:10]=[CH:11][CH:12]=2)=[N:4][C:3]=1[C:13]([O:15][CH2:16][CH3:17])=[O:14].O.[N-:19]=[N+]=[N-].[Na+]. The catalyst is CN(C=O)C. The product is [NH2:19][C:2]1[S:6][C:5]([C:7]2[CH:8]=[N:9][CH:10]=[CH:11][CH:12]=2)=[N:4][C:3]=1[C:13]([O:15][CH2:16][CH3:17])=[O:14]. The yield is 0.300. (4) The reactants are [NH2:1][C:2](=O)[CH2:3][N:4]1[CH:9]([NH:10]S(C2C=CC(C)=CC=2)(=O)=O)[CH:8]=[CH:7][C:6]([O:21][C:22]2[CH:23]=[C:24]([NH:28][C:29]([C:31]3[N:35]([CH3:36])[N:34]=[C:33]([CH3:37])[CH:32]=3)=[O:30])[CH:25]=[CH:26][CH:27]=2)=[CH:5]1.[F:46][C:45]([F:48])([F:47])[C:44](O[C:44](=[O:49])[C:45]([F:48])([F:47])[F:46])=[O:49]. The catalyst is ClCCl. The product is [CH3:36][N:35]1[C:31]([C:29]([NH:28][C:24]2[CH:25]=[CH:26][CH:27]=[C:22]([O:21][C:6]3[CH:7]=[CH:8][C:9]4[N:4]([CH:3]=[C:2]([NH:1][C:44](=[O:49])[C:45]([F:46])([F:47])[F:48])[N:10]=4)[CH:5]=3)[CH:23]=2)=[O:30])=[CH:32][C:33]([CH3:37])=[N:34]1. The yield is 0.450. (5) The reactants are [N+:1]([C:4]1[CH:8]=[CH:7][NH:6][N:5]=1)([O-:3])=[O:2].[H-].[Na+].[CH3:11][O:12][C:13]([CH:15]1[CH2:20][CH2:19][CH:18]([CH2:21]OS(C2C=CC(C)=CC=2)(=O)=O)[CH2:17][CH2:16]1)=[O:14]. The catalyst is CN(C)C=O.C(OCC)(=O)C. The product is [CH3:11][O:12][C:13]([CH:15]1[CH2:20][CH2:19][CH:18]([CH2:21][N:6]2[CH:7]=[CH:8][C:4]([N+:1]([O-:3])=[O:2])=[N:5]2)[CH2:17][CH2:16]1)=[O:14]. The yield is 0.370. (6) The reactants are [Cl:1][C:2]1[C:3]2[N:11]=[N:10][N:9]([CH2:12][C:13]3[CH:18]=[CH:17][CH:16]=[C:15]([C:19]4([OH:24])[CH2:23][CH2:22][CH2:21][CH2:20]4)[N:14]=3)[C:4]=2[N:5]=[C:6]([NH2:8])[N:7]=1.[CH3:25][Si:26](Cl)([CH3:28])[CH3:27].C(N(CC)CC)C.O. The catalyst is C1COCC1. The product is [Cl:1][C:2]1[C:3]2[N:11]=[N:10][N:9]([CH2:12][C:13]3[CH:18]=[CH:17][CH:16]=[C:15]([C:19]4([O:24][Si:26]([CH3:28])([CH3:27])[CH3:25])[CH2:23][CH2:22][CH2:21][CH2:20]4)[N:14]=3)[C:4]=2[N:5]=[C:6]([NH2:8])[N:7]=1. The yield is 0.880.